Dataset: Forward reaction prediction with 1.9M reactions from USPTO patents (1976-2016). Task: Predict the product of the given reaction. (1) The product is: [Cl:21][C:13]1[CH:14]=[CH:15][C:16]2[CH:17]=[CH:18][O:19][C:20]=2[C:12]=1[NH:11][C:23]1[C:32]2[C:27](=[CH:28][C:29]([O:35][CH2:36][CH2:37][CH2:38][N:39]3[CH2:40][CH2:41][O:42][CH2:43][CH2:44]3)=[C:30]([O:33][CH3:34])[CH:31]=2)[N:26]=[CH:25][N:24]=1. Given the reactants [Na].C[Si](C)(C)N[Si](C)(C)C.[NH2:11][C:12]1[C:20]2[O:19][CH:18]=[CH:17][C:16]=2[CH:15]=[CH:14][C:13]=1[Cl:21].Cl[C:23]1[C:32]2[C:27](=[CH:28][C:29]([O:35][CH2:36][CH2:37][CH2:38][N:39]3[CH2:44][CH2:43][O:42][CH2:41][CH2:40]3)=[C:30]([O:33][CH3:34])[CH:31]=2)[N:26]=[CH:25][N:24]=1.Cl, predict the reaction product. (2) Given the reactants [Cl:1][C:2]1[CH:11]=[CH:10][C:9]2[NH:8][C:7](=[O:12])[C:6]3=[C:13]([CH3:16])[NH:14][N:15]=[C:5]3[C:4]=2[CH:3]=1.S(=O)(=O)(O)O.[N+:22]([O-])([O-:24])=[O:23].[K+], predict the reaction product. The product is: [Cl:1][C:2]1[CH:11]=[C:10]([N+:22]([O-:24])=[O:23])[C:9]2[NH:8][C:7](=[O:12])[C:6]3=[C:13]([CH3:16])[NH:14][N:15]=[C:5]3[C:4]=2[CH:3]=1. (3) Given the reactants C(Cl)CCl.[C:5]([NH:12][C@H:13]([C:17]([OH:19])=O)[CH:14]([CH3:16])[CH3:15])([O:7][C:8]([CH3:11])([CH3:10])[CH3:9])=[O:6].[F:20][C:21]1[CH:22]=[C:23]([CH:48]=[CH:49][C:50]=1[F:51])[C:24]([N:26]=[C:27]([NH:42][C@@H:43]([CH3:47])[CH2:44][O:45][CH3:46])[NH:28][C:29]1[C:37]2[C:32](=[CH:33][C:34]([C:38]([F:41])([F:40])[F:39])=[CH:35][CH:36]=2)[NH:31][N:30]=1)=[O:25], predict the reaction product. The product is: [F:20][C:21]1[CH:22]=[C:23]([CH:48]=[CH:49][C:50]=1[F:51])[C:24]([N:26]=[C:27]([NH:42][C@@H:43]([CH3:47])[CH2:44][O:45][CH3:46])[NH:28][C:29]1[C:37]2[C:32](=[CH:33][C:34]([C:38]([F:39])([F:40])[F:41])=[CH:35][CH:36]=2)[N:31]([C:17](=[O:19])[C@@H:13]([NH:12][C:5](=[O:6])[O:7][C:8]([CH3:9])([CH3:10])[CH3:11])[CH:14]([CH3:15])[CH3:16])[N:30]=1)=[O:25]. (4) Given the reactants Cl[C:2]1[N:3]=[N:4][C:5]([Cl:21])=[C:6]([NH:8][C:9]2[CH:14]=[CH:13][CH:12]=[CH:11][C:10]=2[S:15]([CH:18]([CH3:20])[CH3:19])(=[O:17])=[O:16])[N:7]=1.[CH3:22][P:23]([C:26]1[CH:32]=[CH:31][C:29]([NH2:30])=[C:28]([CH2:33][CH3:34])[CH:27]=1)([CH3:25])=[O:24].C12(CS(O)(=O)=O)C(C)(C)C(CC1)CC2=O, predict the reaction product. The product is: [Cl:21][C:5]1[N:4]=[N:3][C:2]([NH:30][C:29]2[CH:31]=[CH:32][C:26]([P:23]([CH3:25])([CH3:22])=[O:24])=[CH:27][C:28]=2[CH2:33][CH3:34])=[N:7][C:6]=1[NH:8][C:9]1[CH:14]=[CH:13][CH:12]=[CH:11][C:10]=1[S:15]([CH:18]([CH3:20])[CH3:19])(=[O:17])=[O:16]. (5) Given the reactants [CH3:1][S-:2].[Na+].[Br:4][C:5]1[CH:10]=[C:9]([F:11])[C:8](F)=[CH:7][C:6]=1[O:13][CH3:14].O, predict the reaction product. The product is: [Br:4][C:5]1[CH:10]=[C:9]([F:11])[C:8]([S:2][CH3:1])=[CH:7][C:6]=1[O:13][CH3:14]. (6) Given the reactants Cl[C:2]1[N:3]=[C:4]2[C:10]3[CH:11]=[CH:12][CH:13]=[CH:14][C:9]=3[NH:8][C:7]3[N:15]=[CH:16][CH:17]=[CH:18][C:6]=3[N:5]2[C:19]=1[C:20]1[CH:25]=[CH:24][C:23]([C:26]2([NH:30][C:31](=[O:37])[O:32][C:33]([CH3:36])([CH3:35])[CH3:34])[CH2:29][CH2:28][CH2:27]2)=[CH:22][CH:21]=1.[CH2:38]([O:45][C:46]1[CH:51]=[CH:50][C:49](B(O)O)=[CH:48][CH:47]=1)[C:39]1[CH:44]=[CH:43][CH:42]=[CH:41][CH:40]=1.C([O-])([O-])=O.[Na+].[Na+], predict the reaction product. The product is: [C:33]([O:32][C:31](=[O:37])[NH:30][C:26]1([C:23]2[CH:24]=[CH:25][C:20]([C:19]3[N:5]4[C:6]5[CH:18]=[CH:17][CH:16]=[N:15][C:7]=5[NH:8][C:9]5[CH:14]=[CH:13][CH:12]=[CH:11][C:10]=5[C:4]4=[N:3][C:2]=3[C:49]3[CH:50]=[CH:51][C:46]([O:45][CH2:38][C:39]4[CH:44]=[CH:43][CH:42]=[CH:41][CH:40]=4)=[CH:47][CH:48]=3)=[CH:21][CH:22]=2)[CH2:27][CH2:28][CH2:29]1)([CH3:36])([CH3:35])[CH3:34]. (7) Given the reactants [H-].[Na+].[CH3:3][CH:4]1[CH2:8][CH2:7][CH2:6][N:5]1[CH2:9][CH2:10][CH2:11][OH:12].Cl[C:14]1[N:19]=[CH:18][C:17]([C:20]2[S:21][C:22]([C:26]([N:28]3[CH2:33][CH2:32][O:31][CH2:30][CH2:29]3)=[O:27])=[C:23]([CH3:25])[N:24]=2)=[CH:16][CH:15]=1, predict the reaction product. The product is: [CH3:25][C:23]1[N:24]=[C:20]([C:17]2[CH:18]=[N:19][C:14]([O:12][CH2:11][CH2:10][CH2:9][N:5]3[CH2:6][CH2:7][CH2:8][CH:4]3[CH3:3])=[CH:15][CH:16]=2)[S:21][C:22]=1[C:26]([N:28]1[CH2:33][CH2:32][O:31][CH2:30][CH2:29]1)=[O:27]. (8) Given the reactants [Br:1][C:2]1[N:3]=[C:4]([CH2:21][CH3:22])[C:5]([NH:10][C@@H:11]2[C:19]3[C:14](=[CH:15][CH:16]=[CH:17][CH:18]=3)[CH2:13][C@@H:12]2O)=[N:6][C:7]=1[CH2:8][CH3:9].C(C1C(NC2C3C(=C[C:39]([O:43]C)=CC=3)CC2)=NC(CC)=CN=1)C, predict the reaction product. The product is: [Br:1][C:2]1[N:3]=[C:4]([CH2:21][CH3:22])[C:5]([NH:10][CH:11]2[C:19]3[C:14](=[CH:15][C:16]([O:43][CH3:39])=[CH:17][CH:18]=3)[CH2:13][CH2:12]2)=[N:6][C:7]=1[CH2:8][CH3:9]. (9) Given the reactants [NH2:1][C:2]1[C:3]([NH:17][CH2:18][CH:19]2[CH2:24][CH2:23][CH2:22][N:21]([C:25]([O:27][C:28]([CH3:31])([CH3:30])[CH3:29])=[O:26])[CH2:20]2)=[CH:4][C:5]([NH:8][C:9]2[CH:14]=[N:13][C:12]([C:15]#[N:16])=[CH:11][N:10]=2)=[N:6][CH:7]=1.C[O:33][CH:34]1[CH:38]([CH:39]=O)[CH2:37][CH:36](OC)O1, predict the reaction product. The product is: [C:15]([C:12]1[N:13]=[CH:14][C:9]([NH:8][C:5]2[CH:4]=[C:3]([NH:17][CH2:18][CH:19]3[CH2:24][CH2:23][CH2:22][N:21]([C:25]([O:27][C:28]([CH3:31])([CH3:30])[CH3:29])=[O:26])[CH2:20]3)[C:2]([N:1]3[CH:36]=[CH:37][C:38]([CH:34]=[O:33])=[CH:39]3)=[CH:7][N:6]=2)=[N:10][CH:11]=1)#[N:16]. (10) Given the reactants Br[C:2]1[S:3][N:4]=[C:5]2[CH:10]=[C:9]([Br:11])[CH:8]=[N:7][C:6]=12.[NH2:12][C:13]1[CH:18]=[CH:17][O:16][CH2:15][CH:14]=1, predict the reaction product. The product is: [Br:11][C:9]1[CH:8]=[N:7][C:6]2=[C:2]([NH:12][CH:13]3[CH2:18][CH2:17][O:16][CH2:15][CH2:14]3)[S:3][N:4]=[C:5]2[CH:10]=1.